From a dataset of Experimentally validated miRNA-target interactions with 360,000+ pairs, plus equal number of negative samples. Binary Classification. Given a miRNA mature sequence and a target amino acid sequence, predict their likelihood of interaction. (1) The miRNA is hsa-miR-5699-3p with sequence UCCUGUCUUUCCUUGUUGGAGC. The protein sequence of the target gene is MGEEQSTVSGGGGPQESQTLASGTAGHPEPPRPQGDSARAPPLRAASAEPSGGGCGSDWGCADTSAPEPARSLGPPGWSKSRAPAQPAGLALTGPLNPQTLPLQLELEEEEEEAGDRKEGGDEQQEAPPGEELEPRTRVGAADGLVLDVLGQRRPSLAKRQVFCSVYCVESDLPEAPASEQLSPPASPPGAPPVLNPPSTRSSFPSPRLSLPTDSLSPDGGSIELEFYLAPEPFSMPSLLGAPPYSGLGGVGDPYVPLMVLMCRVCLEDKPIKPLPCCKKAVCEECLKVYLSAQVQLGQV.... Result: 1 (interaction). (2) The miRNA is mmu-miR-466o-3p with sequence UACAUACAUGCACACAUAAGAC. The protein sequence of the target gene is MASNDYTQQATQSYGAYPTQPGQGYSQQSSQPYGQQSYSGYGQSADTSGYGQSSYGSSYGQTQNTGYGTQSAPQGYGSTGGYGSSQSSQSSYGQQSSYPGYGQQPAPSSTSGSYGGSSQSSSYGQPQSGGYGQQSGYGGQQQSYGQQQSSYNPPQGYGQQNQYNSSSGGGGGGGGGNYGQDQSSMSGGGGGGGYGNQDQSGGGGGGYGGGQQDRGGRGRGGGGGYNRSSGGYEPRGRGGGRGGRGGMGGSDRGGFNKFGGPRDQGSRHDSEQDNSDNNTIFVQGLGENVTIESVADYFKQ.... Result: 1 (interaction). (3) The miRNA is hsa-miR-4662a-3p with sequence AAAGAUAGACAAUUGGCUAAAU. The protein sequence of the target gene is MRRGRLLEIALGFTVLLASYTSHGADANLEAGNVKETRASRAKRRGGGGHDALKGPNVCGSRYNAYCCPGWKTLPGGNQCIVPICRHSCGDGFCSRPNMCTCPSGQIAPSCGSRSIQHCNIRCMNGGSCSDDHCLCQKGYIGTHCGQPVCESGCLNGGRCVAPNRCACTYGFTGPQCERDYRTGPCFTVISNQMCQGQLSGIVCTKTLCCATVGRAWGHPCEMCPAQPHPCRRGFIPNIRTGACQDVDECQAIPGLCQGGNCINTVGSFECKCPAGHKLNEVSQKCEDIDECSTIPGICE.... Result: 0 (no interaction). (4) The protein sequence of the target gene is MEIVGCRAENNSCPFRPPAMLFHGISGGHIQGIMEEMERRSKTEARLTKGTQLNGRDAGMPPLSPEKPALCAGCGGKISDRYYLLAVDKQWHLRCLKCCECKLALESELTCFAKDGSIYCKEDYYRRFSVQRCARCHLGISASEMVMRARDSVYHLSCFTCSTCNKTLTTGDHFGMKDSLVYCRAHFETLLQGEYPPQLSYTELAAKSGGLALPYFNGTGTVQKGRPRKRKSPALGVDIVNYNSGCNENEADHLDRDQQPYPPSQKTKRMRTSFKHHQLRTMKSYFAINHNPDAKDLKQL.... Result: 1 (interaction). The miRNA is mmu-miR-692 with sequence AUCUCUUUGAGCGCCUCACUC. (5) Result: 0 (no interaction). The protein sequence of the target gene is MGWRAAGALLLALLLHGRLLAVTHGLRAYDGLSLPEDIETVTASQMRWTHSYLSDDEDMLADSISGDDLGSGDLGSGDFQMVYFRALVNFTRSIEYSPQLEDAGSREFREVSEAVVDTLESEYLKIPGDQVVSVVFIKELDGWVFVELDVGSEGNADGAQIQEMLLRVISSGSVASYVTSPQGFQFRRLGTVPQFPRACTEAEFACHSYNECVALEYRCDRRPDCRDMSDELNCEEPVLGISPTFSLLVETTSLPPRPETTIMRQPPVTHAPQPLLPGSVRPLPCGPQEAACRNGHCIPR.... The miRNA is hsa-miR-1269a with sequence CUGGACUGAGCCGUGCUACUGG.